Task: Regression. Given a peptide amino acid sequence and an MHC pseudo amino acid sequence, predict their binding affinity value. This is MHC class II binding data.. Dataset: Peptide-MHC class II binding affinity with 134,281 pairs from IEDB (1) The peptide sequence is WLSLLVPFVQWFVGL. The MHC is DRB1_0801 with pseudo-sequence DRB1_0801. The binding affinity (normalized) is 0. (2) The peptide sequence is IVPPADKYRTFVATF. The MHC is DRB1_1201 with pseudo-sequence DRB1_1201. The binding affinity (normalized) is 0.207. (3) The peptide sequence is ALSDADWHFIADPAS. The MHC is DRB1_0701 with pseudo-sequence DRB1_0701. The binding affinity (normalized) is 0. (4) The peptide sequence is LLNVSYLCHLITKET. The MHC is DRB1_0101 with pseudo-sequence DRB1_0101. The binding affinity (normalized) is 0.645. (5) The peptide sequence is EDLVRAYHSMSSTHE. The MHC is DRB1_0101 with pseudo-sequence DRB1_0101. The binding affinity (normalized) is 0.571. (6) The MHC is DRB1_0401 with pseudo-sequence DRB1_0401. The binding affinity (normalized) is 0.666. The peptide sequence is LHKLGYILRDISKIPGG. (7) The peptide sequence is QKLMEDINVGFKAAV. The MHC is DRB3_0202 with pseudo-sequence DRB3_0202. The binding affinity (normalized) is 0.656.